This data is from Catalyst prediction with 721,799 reactions and 888 catalyst types from USPTO. The task is: Predict which catalyst facilitates the given reaction. (1) Reactant: [C:1]1([C:7]2[C:16]3[C:11](=[CH:12][CH:13]=[CH:14][CH:15]=3)[C:10]([NH:17][C:18]3[CH:37]=[CH:36][C:21]([O:22][C:23]4[C:28]([C:29]5[C:30]([C:34]#[N:35])=[N:31][NH:32][CH:33]=5)=[CH:27][CH:26]=[CH:25][N:24]=4)=[CH:20][CH:19]=3)=[N:9][N:8]=2)[CH:6]=[CH:5][CH:4]=[CH:3][CH:2]=1.C(=O)([O-])[O-:39].[K+].[K+].OO. The catalyst class is: 16. Product: [C:1]1([C:7]2[C:16]3[C:11](=[CH:12][CH:13]=[CH:14][CH:15]=3)[C:10]([NH:17][C:18]3[CH:19]=[CH:20][C:21]([O:22][C:23]4[C:28]([C:29]5[C:30]([C:34]([NH2:35])=[O:39])=[N:31][NH:32][CH:33]=5)=[CH:27][CH:26]=[CH:25][N:24]=4)=[CH:36][CH:37]=3)=[N:9][N:8]=2)[CH:2]=[CH:3][CH:4]=[CH:5][CH:6]=1. (2) Reactant: [Cl:1][C:2]1[CH:7]=[CH:6][CH:5]=[CH:4][C:3]=1[N:8]1[C:12]([S:13][C:14]2[CH:19]=[CH:18][N:17]=[C:16]([CH3:20])[CH:15]=2)=[CH:11][C:10]([C:21](OCC)=[O:22])=[N:9]1.[H-].C([Al+]CC(C)C)C(C)C.C1(C)C=CC=CC=1.O.O.O.O.O.O.O.O.O.O.[O-]S([O-])(=O)=O.[Na+].[Na+]. Product: [Cl:1][C:2]1[CH:7]=[CH:6][CH:5]=[CH:4][C:3]=1[N:8]1[C:12]([S:13][C:14]2[CH:19]=[CH:18][N:17]=[C:16]([CH3:20])[CH:15]=2)=[CH:11][C:10]([CH:21]=[O:22])=[N:9]1. The catalyst class is: 7. (3) Reactant: [C:1]([N:8]1[CH2:12][C@@H:11]([NH2:13])[CH2:10][C@@H:9]1[CH2:14][CH:15]=[CH2:16])([O:3][C:4]([CH3:7])([CH3:6])[CH3:5])=[O:2]. Product: [C:1]([N:8]1[CH2:12][C@@H:11]([NH2:13])[CH2:10][C@@H:9]1[CH2:14][CH2:15][CH3:16])([O:3][C:4]([CH3:7])([CH3:6])[CH3:5])=[O:2]. The catalyst class is: 505. (4) Reactant: C([O:3][C:4]([C:6]1[C:7](=[O:30])[C:8]([O:22][CH2:23][C:24]2[CH:29]=[CH:28][CH:27]=[CH:26][CH:25]=2)=[C:9]2[C:18](=[O:19])[N:17]3[C@@H:12]([O:13][CH2:14][CH2:15][C@H:16]3[CH3:20])[CH2:11][N:10]2[CH:21]=1)=[O:5])C.CO.O.[OH-].[Li+]. Product: [CH3:20][C@@H:16]1[CH2:15][CH2:14][O:13][C@H:12]2[CH2:11][N:10]3[CH:21]=[C:6]([C:4]([OH:5])=[O:3])[C:7](=[O:30])[C:8]([O:22][CH2:23][C:24]4[CH:29]=[CH:28][CH:27]=[CH:26][CH:25]=4)=[C:9]3[C:18](=[O:19])[N:17]12. The catalyst class is: 6. (5) Reactant: [C:1]([O:5][C:6]([NH:8][CH2:9][C@H:10]1[CH2:15][CH2:14][C@H:13]([C:16]([NH:18][C@H:19]([C:37](=[O:50])[NH:38][C:39]2[CH:44]=[CH:43][C:42]([C:45]3[N:46]=[N:47][NH:48][N:49]=3)=[CH:41][CH:40]=2)[CH2:20][C:21]2[CH:26]=[CH:25][C:24]([C:27]3[C:32]([CH3:33])=[CH:31][CH:30]=[C:29]([C:34](O)=[O:35])[CH:28]=3)=[CH:23][CH:22]=2)=[O:17])[CH2:12][CH2:11]1)=[O:7])([CH3:4])([CH3:3])[CH3:2].[C:51]([O:55][C:56]([N:58]1[CH2:62][CH2:61][C@@H:60]([NH2:63])[CH2:59]1)=[O:57])([CH3:54])([CH3:53])[CH3:52].F[P-](F)(F)(F)(F)F.CN(C(ON1C2=NC=CC=C2N=N1)=[N+](C)C)C.C(N(CC)C(C)C)(C)C. Product: [C:1]([O:5][C:6]([NH:8][CH2:9][C@H:10]1[CH2:15][CH2:14][C@H:13]([C:16]([NH:18][C@H:19]([C:37](=[O:50])[NH:38][C:39]2[CH:40]=[CH:41][C:42]([C:45]3[N:46]=[N:47][NH:48][N:49]=3)=[CH:43][CH:44]=2)[CH2:20][C:21]2[CH:26]=[CH:25][C:24]([C:27]3[C:32]([CH3:33])=[CH:31][CH:30]=[C:29]([C:34]([NH:63][C@@H:60]4[CH2:61][CH2:62][N:58]([C:56]([O:55][C:51]([CH3:54])([CH3:52])[CH3:53])=[O:57])[CH2:59]4)=[O:35])[CH:28]=3)=[CH:23][CH:22]=2)=[O:17])[CH2:12][CH2:11]1)=[O:7])([CH3:4])([CH3:2])[CH3:3]. The catalyst class is: 7.